From a dataset of Forward reaction prediction with 1.9M reactions from USPTO patents (1976-2016). Predict the product of the given reaction. (1) The product is: [Cl:3][C:4]1[CH:11]=[C:10]([N:12]([CH2:23][C:24]2[CH:29]=[CH:28][CH:27]=[CH:26][C:25]=2[F:30])[C@H:13]2[CH2:17][C:16](=[O:18])[N:15]([CH:19]([CH3:21])[CH3:20])[CH2:14]2)[CH:9]=[CH:8][C:5]=1[C:6]#[N:7]. Given the reactants [H-].[Na+].[Cl:3][C:4]1[CH:11]=[C:10]([NH:12][C@H:13]2[CH2:17][C:16](=[O:18])[N:15]([CH:19]([CH3:21])[CH3:20])[CH2:14]2)[CH:9]=[CH:8][C:5]=1[C:6]#[N:7].Br[CH2:23][C:24]1[CH:29]=[CH:28][CH:27]=[CH:26][C:25]=1[F:30], predict the reaction product. (2) Given the reactants [C@H:1]1([N:13]2[CH2:18][CH2:17][CH:16]([N:19]3[C:23]4[CH:24]=[CH:25][CH:26]=[CH:27][C:22]=4[NH:21][C:20]3=[O:28])[CH2:15][CH2:14]2)[C:11]2=[C:12]3[C:7](=[CH:8][CH:9]=[CH:10]2)[CH:6]=[CH:5][CH:4]=[C:3]3[CH2:2]1.[H-].[Na+].Br[CH2:32][C:33]([O:35][CH2:36][CH3:37])=[O:34].O, predict the reaction product. The product is: [C@H:1]1([N:13]2[CH2:18][CH2:17][CH:16]([N:19]3[C:23]4[CH:24]=[CH:25][CH:26]=[CH:27][C:22]=4[N:21]([CH2:32][C:33]([O:35][CH2:36][CH3:37])=[O:34])[C:20]3=[O:28])[CH2:15][CH2:14]2)[C:11]2=[C:12]3[C:7](=[CH:8][CH:9]=[CH:10]2)[CH:6]=[CH:5][CH:4]=[C:3]3[CH2:2]1. (3) Given the reactants [CH2:1]([C@H:8]([NH:27][C:28](=[O:34])[O:29][C:30]([CH3:33])([CH3:32])[CH3:31])[C@@H:9]([OH:26])[CH2:10][N:11]([CH2:13][C:14]1[CH:19]=[CH:18][C:17]([C:20]2[CH:25]=[CH:24][CH:23]=[CH:22][N:21]=2)=[CH:16][CH:15]=1)[NH2:12])[C:2]1[CH:7]=[CH:6][CH:5]=[CH:4][CH:3]=1.F[B-](F)(F)F.[O:40]=C1C=CC=CN1OC(N(C)C)=[N+](C)C.C(N(C(C)C)CC)(C)C.[CH3:64][O:65][C:66]([NH:68][C@H:69]([C@@H:74]([CH3:77])[CH2:75][CH3:76])[CH2:70]C(O)=O)=[O:67], predict the reaction product. The product is: [CH2:1]([C@H:8]([NH:27][C:28](=[O:34])[O:29][C:30]([CH3:31])([CH3:33])[CH3:32])[C@@H:9]([OH:26])[CH2:10][N:11]([CH2:13][C:14]1[CH:19]=[CH:18][C:17]([C:20]2[CH:25]=[CH:24][CH:23]=[CH:22][N:21]=2)=[CH:16][CH:15]=1)[NH:12][C:70](=[O:40])[C@@H:69]([NH:68][C:66]([O:65][CH3:64])=[O:67])[C@@H:74]([CH3:77])[CH2:75][CH3:76])[C:2]1[CH:7]=[CH:6][CH:5]=[CH:4][CH:3]=1. (4) Given the reactants [CH2:1]([O:3][CH2:4][CH2:5][CH2:6][C@@H:7]1[CH2:16][CH2:15][C:14]2[CH:13]=[C:12]([C@H:17]3[CH2:26][CH2:25][C@@:19]4([NH:23]C(=O)[O:21][CH2:20]4)[CH2:18]3)[CH:11]=[CH:10][C:9]=2[CH2:8]1)[CH3:2].[OH-].[Na+].C(O)(C(F)(F)F)=O, predict the reaction product. The product is: [NH2:23][C@:19]1([CH2:20][OH:21])[CH2:25][CH2:26][C@H:17]([C:12]2[CH:11]=[CH:10][C:9]3[CH2:8][C@H:7]([CH2:6][CH2:5][CH2:4][O:3][CH2:1][CH3:2])[CH2:16][CH2:15][C:14]=3[CH:13]=2)[CH2:18]1. (5) Given the reactants [F:1][C:2]([F:35])([F:34])[CH2:3][CH2:4][CH:5]([NH:23][C:24]1[CH:33]=[CH:32][C:27]([C:28]([O:30][CH3:31])=[O:29])=[CH:26][CH:25]=1)[C:6]1[CH:11]=[CH:10][C:9]([C:12](=[O:21])[NH:13][CH2:14][CH:15]([OH:20])[C:16]([CH3:19])([CH3:18])[CH3:17])=[CH:8][C:7]=1[CH3:22].CC(OI1(OC(C)=O)(OC(C)=O)OC(=O)C2C=CC=CC1=2)=O.C(=O)([O-])O.[Na+].S([O-])([O-])(=O)=S.[Na+].[Na+], predict the reaction product. The product is: [CH3:17][C:16]([CH3:19])([CH3:18])[C:15](=[O:20])[CH2:14][NH:13][C:12]([C:9]1[CH:10]=[CH:11][C:6]([CH:5]([NH:23][C:24]2[CH:25]=[CH:26][C:27]([C:28]([O:30][CH3:31])=[O:29])=[CH:32][CH:33]=2)[CH2:4][CH2:3][C:2]([F:35])([F:34])[F:1])=[C:7]([CH3:22])[CH:8]=1)=[O:21]. (6) Given the reactants [CH2:1]([O:3][C:4]1[CH:5]=[C:6]([F:12])[C:7]([F:11])=[C:8]([OH:10])[CH:9]=1)[CH3:2].N1C=CC=CC=1.[F:19][C:20]([F:33])([F:32])[S:21](O[S:21]([C:20]([F:33])([F:32])[F:19])(=[O:23])=[O:22])(=[O:23])=[O:22].C(O)(=O)CC(CC(O)=O)(C(O)=O)O, predict the reaction product. The product is: [F:19][C:20]([F:33])([F:32])[S:21]([O:10][C:8]1[CH:9]=[C:4]([O:3][CH2:1][CH3:2])[CH:5]=[C:6]([F:12])[C:7]=1[F:11])(=[O:23])=[O:22].